This data is from Peptide-MHC class II binding affinity with 134,281 pairs from IEDB. The task is: Regression. Given a peptide amino acid sequence and an MHC pseudo amino acid sequence, predict their binding affinity value. This is MHC class II binding data. The peptide sequence is KSVVVLNRKTFEREY. The MHC is DRB1_1101 with pseudo-sequence DRB1_1101. The binding affinity (normalized) is 0.898.